Dataset: Reaction yield outcomes from USPTO patents with 853,638 reactions. Task: Predict the reaction yield, written as a fraction of the theoretical maximum amount of product (1.0 means a 100% yield; for example, 0.34 means a 34% yield). (1) The reactants are S(=O)(=O)(O)O.[Cl:6][C:7]1[C:8]([CH3:14])=[C:9]([CH:11]=[CH:12][CH:13]=1)N.N([O-])=[O:16].[Na+]. The catalyst is O. The product is [Cl:6][C:7]1[C:8]([CH3:14])=[C:9]([OH:16])[CH:11]=[CH:12][CH:13]=1. The yield is 0.830. (2) The reactants are [C:1]([O:5][C:6]([N:8]1[CH2:13][CH2:12][CH2:11][CH2:10][C@H:9]1[C:14]([OH:16])=O)=[O:7])([CH3:4])([CH3:3])[CH3:2].[Cl:17][C:18]1[CH:19]=[CH:20][C:21]([N:26]2[CH:30]=[N:29][N:28]=[N:27]2)=[C:22]([CH2:24][NH2:25])[CH:23]=1.C(Cl)CCl.C1C=NC2N(O)N=NC=2C=1.C([O-])([O-])=O.[K+].[K+]. The catalyst is CN(C=O)C.O. The product is [Cl:17][C:18]1[CH:19]=[CH:20][C:21]([N:26]2[CH:30]=[N:29][N:28]=[N:27]2)=[C:22]([CH:23]=1)[CH2:24][NH:25][C:14]([C@@H:9]1[CH2:10][CH2:11][CH2:12][CH2:13][N:8]1[C:6]([O:5][C:1]([CH3:2])([CH3:3])[CH3:4])=[O:7])=[O:16]. The yield is 0.650. (3) The reactants are Cl[C:2]1[CH:3]=[CH:4][C:5]2[O:14][CH2:13][CH2:12][C:11]3[CH:10]=[C:9]([C:15]4[N:16]([C:20]5[CH:25]=[CH:24][C:23]([F:26])=[CH:22][C:21]=5[F:27])[N:17]=[CH:18][N:19]=4)[S:8][C:7]=3[C:6]=2[N:28]=1.C[Si](C)(C)O[NH:32][CH2:33][CH3:34].CC(C1C=C(C(C)C)C(C2C=CC=CC=2P(C2CCCCC2)C2CCCCC2)=C(C(C)C)C=1)C.CC(C)([O-:74])C. The catalyst is O1CCOCC1.CC([O-])=O.CC([O-])=O.[Pd+2]. The product is [F:27][C:21]1[CH:22]=[C:23]([F:26])[CH:24]=[CH:25][C:20]=1[N:16]1[C:15]([C:9]2[S:8][C:7]3[C:6]4[N:28]=[C:2]([NH:32][CH2:33][CH2:34][OH:74])[CH:3]=[CH:4][C:5]=4[O:14][CH2:13][CH2:12][C:11]=3[CH:10]=2)=[N:19][CH:18]=[N:17]1. The yield is 0.210. (4) The reactants are [F:1][C:2]([F:17])([F:16])[C:3]1[CH:4]=[CH:5][C:6]2[NH:7][C:8]3[C:13]([C:14]=2[CH:15]=1)=[CH:12][CH:11]=[CH:10][CH:9]=3.[N+:18]([O-])([OH:20])=[O:19]. The catalyst is C(O)(=O)C. The product is [N+:18]([C:11]1[CH:10]=[CH:9][C:8]2[NH:7][C:6]3[C:14]([C:13]=2[CH:12]=1)=[CH:15][C:3]([C:2]([F:1])([F:16])[F:17])=[CH:4][CH:5]=3)([O-:20])=[O:19]. The yield is 0.550. (5) The reactants are [CH3:1][O:2][C:3](=[O:25])[CH2:4][CH:5]1[C:9]2[CH:10]=[CH:11][C:12]([O:14][C@H:15]3[C:23]4[C:18](=[C:19](Br)[CH:20]=[CH:21][CH:22]=4)[CH2:17][CH2:16]3)=[CH:13][C:8]=2[O:7][CH2:6]1.CC1(C)C(C)(C)OB([C:34]2[CH2:35][CH2:36][O:37][CH2:38][CH:39]=2)O1. No catalyst specified. The product is [CH3:1][O:2][C:3](=[O:25])[CH2:4][CH:5]1[C:9]2[CH:10]=[CH:11][C:12]([O:14][C@H:15]3[C:23]4[C:18](=[C:19]([C:34]5[CH2:39][CH2:38][O:37][CH2:36][CH:35]=5)[CH:20]=[CH:21][CH:22]=4)[CH2:17][CH2:16]3)=[CH:13][C:8]=2[O:7][CH2:6]1. The yield is 0.410. (6) The reactants are [CH3:1][O:2][C:3]1[CH:8]=[CH:7][CH:6]=[CH:5][C:4]=1[S:9]([N:12]([CH3:33])[C:13]1[CH:14]=[CH:15][CH:16]=[C:17]2[C:21]=1[NH:20][C:19]([C:22]1[S:23][CH:24]([CH2:27][C:28](OCC)=[O:29])[CH2:25][N:26]=1)=[CH:18]2)(=[O:11])=[O:10].[BH4-].[Li+].O1CCCC1.C(O)(=O)CC(CC(O)=O)(C(O)=O)O. The catalyst is CO. The product is [OH:29][CH2:28][CH2:27][CH:24]1[S:23][C:22]([C:19]2[NH:20][C:21]3[C:17]([CH:18]=2)=[CH:16][CH:15]=[CH:14][C:13]=3[N:12]([CH3:33])[S:9]([C:4]2[CH:5]=[CH:6][CH:7]=[CH:8][C:3]=2[O:2][CH3:1])(=[O:11])=[O:10])=[N:26][CH2:25]1. The yield is 0.690. (7) The reactants are [C:1]([C:4]1[CH:9]=[CH:8][C:7]([S:10]([NH2:13])(=[O:12])=[O:11])=[CH:6][CH:5]=1)(=[O:3])[CH3:2].[NH2:14][C:15]1[CH:20]=[CH:19][CH:18]=[CH:17][C:16]=1[C:21]#[C:22][C:23]1[C:24]([O:33][CH3:34])=[CH:25][C:26]([O:31][CH3:32])=[C:27]([CH:30]=1)[CH:28]=O. No catalyst specified. The product is [NH2:14][C:15]1[CH:20]=[CH:19][CH:18]=[CH:17][C:16]=1[C:21]#[C:22][C:23]1[C:24]([O:33][CH3:34])=[CH:25][C:26]([O:31][CH3:32])=[C:27](/[CH:28]=[CH:2]/[C:1]([C:4]2[CH:5]=[CH:6][C:7]([S:10]([NH2:13])(=[O:11])=[O:12])=[CH:8][CH:9]=2)=[O:3])[CH:30]=1. The yield is 0.826. (8) The reactants are I[CH3:2].[CH2:3]([N:10]1[C@@H:15]2[C@H:16]([C:18]3[N:19]=[N:20][N:21]([CH2:23][CH2:24][OH:25])[N:22]=3)[CH2:17][C@@:11]1([C:42]1[CH:47]=[CH:46][CH:45]=[CH:44][CH:43]=1)[C@H:12]([O:26][CH2:27][C:28]1[CH:33]=[C:32]([C:34]([F:37])([F:36])[F:35])[CH:31]=[C:30]([C:38]([F:41])([F:40])[F:39])[CH:29]=1)[CH2:13][CH2:14]2)[C:4]1[CH:9]=[CH:8][CH:7]=[CH:6][CH:5]=1.[H-].[Na+]. No catalyst specified. The product is [CH2:3]([N:10]1[C@@H:15]2[C@H:16]([C:18]3[N:19]=[N:20][N:21]([CH2:23][CH2:24][O:25][CH3:2])[N:22]=3)[CH2:17][C@@:11]1([C:42]1[CH:47]=[CH:46][CH:45]=[CH:44][CH:43]=1)[C@H:12]([O:26][CH2:27][C:28]1[CH:33]=[C:32]([C:34]([F:35])([F:36])[F:37])[CH:31]=[C:30]([C:38]([F:40])([F:41])[F:39])[CH:29]=1)[CH2:13][CH2:14]2)[C:4]1[CH:9]=[CH:8][CH:7]=[CH:6][CH:5]=1. The yield is 0.950.